This data is from NCI-60 drug combinations with 297,098 pairs across 59 cell lines. The task is: Regression. Given two drug SMILES strings and cell line genomic features, predict the synergy score measuring deviation from expected non-interaction effect. (1) Drug 1: CC1OCC2C(O1)C(C(C(O2)OC3C4COC(=O)C4C(C5=CC6=C(C=C35)OCO6)C7=CC(=C(C(=C7)OC)O)OC)O)O. Drug 2: CNC(=O)C1=NC=CC(=C1)OC2=CC=C(C=C2)NC(=O)NC3=CC(=C(C=C3)Cl)C(F)(F)F. Cell line: TK-10. Synergy scores: CSS=47.5, Synergy_ZIP=-11.4, Synergy_Bliss=-1.07, Synergy_Loewe=0.316, Synergy_HSA=0.926. (2) Drug 1: COC1=NC(=NC2=C1N=CN2C3C(C(C(O3)CO)O)O)N. Drug 2: C1=NC2=C(N=C(N=C2N1C3C(C(C(O3)CO)O)F)Cl)N. Cell line: EKVX. Synergy scores: CSS=-2.37, Synergy_ZIP=-0.386, Synergy_Bliss=-6.09, Synergy_Loewe=-5.44, Synergy_HSA=-8.30.